From a dataset of Forward reaction prediction with 1.9M reactions from USPTO patents (1976-2016). Predict the product of the given reaction. Given the reactants CO[C:3](=[O:9])[CH2:4][C:5](=[O:8])[CH2:6][CH3:7].[NH:10]1[CH2:15][CH2:14][O:13][CH2:12][CH2:11]1, predict the reaction product. The product is: [N:10]1([C:3](=[O:9])[CH2:4][C:5](=[O:8])[CH2:6][CH3:7])[CH2:15][CH2:14][O:13][CH2:12][CH2:11]1.